The task is: Regression. Given two drug SMILES strings and cell line genomic features, predict the synergy score measuring deviation from expected non-interaction effect.. This data is from NCI-60 drug combinations with 297,098 pairs across 59 cell lines. (1) Drug 1: COC1=C(C=C2C(=C1)N=CN=C2NC3=CC(=C(C=C3)F)Cl)OCCCN4CCOCC4. Drug 2: CCCCCOC(=O)NC1=NC(=O)N(C=C1F)C2C(C(C(O2)C)O)O. Cell line: MOLT-4. Synergy scores: CSS=19.4, Synergy_ZIP=4.08, Synergy_Bliss=6.40, Synergy_Loewe=-0.532, Synergy_HSA=7.06. (2) Synergy scores: CSS=30.3, Synergy_ZIP=-9.32, Synergy_Bliss=-4.22, Synergy_Loewe=-2.78, Synergy_HSA=0.183. Cell line: KM12. Drug 2: C1=NC2=C(N=C(N=C2N1C3C(C(C(O3)CO)O)F)Cl)N. Drug 1: COC1=CC(=CC(=C1O)OC)C2C3C(COC3=O)C(C4=CC5=C(C=C24)OCO5)OC6C(C(C7C(O6)COC(O7)C8=CC=CS8)O)O. (3) Drug 1: C1CC(=O)NC(=O)C1N2CC3=C(C2=O)C=CC=C3N. Drug 2: CC1=C(C(=CC=C1)Cl)NC(=O)C2=CN=C(S2)NC3=CC(=NC(=N3)C)N4CCN(CC4)CCO. Cell line: SW-620. Synergy scores: CSS=8.10, Synergy_ZIP=-2.13, Synergy_Bliss=-2.25, Synergy_Loewe=1.61, Synergy_HSA=-0.235. (4) Synergy scores: CSS=15.0, Synergy_ZIP=-0.969, Synergy_Bliss=-2.48, Synergy_Loewe=-12.1, Synergy_HSA=-2.25. Cell line: BT-549. Drug 1: C1C(C(OC1N2C=C(C(=O)NC2=O)F)CO)O. Drug 2: CC(C)NC(=O)C1=CC=C(C=C1)CNNC.Cl. (5) Drug 1: CC(C1=C(C=CC(=C1Cl)F)Cl)OC2=C(N=CC(=C2)C3=CN(N=C3)C4CCNCC4)N. Drug 2: CCCCCOC(=O)NC1=NC(=O)N(C=C1F)C2C(C(C(O2)C)O)O. Cell line: RPMI-8226. Synergy scores: CSS=-7.00, Synergy_ZIP=1.26, Synergy_Bliss=-1.48, Synergy_Loewe=-8.96, Synergy_HSA=-7.42. (6) Drug 1: C1CCC(C1)C(CC#N)N2C=C(C=N2)C3=C4C=CNC4=NC=N3. Drug 2: C1C(C(OC1N2C=NC3=C(N=C(N=C32)Cl)N)CO)O. Cell line: SNB-19. Synergy scores: CSS=1.74, Synergy_ZIP=-0.201, Synergy_Bliss=1.44, Synergy_Loewe=-11.9, Synergy_HSA=-1.60. (7) Drug 1: CC1=C2C(C(=O)C3(C(CC4C(C3C(C(C2(C)C)(CC1OC(=O)C(C(C5=CC=CC=C5)NC(=O)C6=CC=CC=C6)O)O)OC(=O)C7=CC=CC=C7)(CO4)OC(=O)C)O)C)OC(=O)C. Drug 2: C1CC(=O)NC(=O)C1N2C(=O)C3=CC=CC=C3C2=O. Cell line: NCI-H226. Synergy scores: CSS=26.5, Synergy_ZIP=-1.23, Synergy_Bliss=-1.38, Synergy_Loewe=-29.2, Synergy_HSA=-1.39.